From a dataset of Full USPTO retrosynthesis dataset with 1.9M reactions from patents (1976-2016). Predict the reactants needed to synthesize the given product. (1) Given the product [CH:19]1([C:23]2[CH:27]=[C:26]([CH2:28][NH:29][C:2]3[N:7]=[C:6]([NH:8][C:9]4[CH:13]=[C:12]([CH2:14][CH2:15][CH2:16][O:17][CH3:18])[NH:11][N:10]=4)[CH:5]=[CH:4][N:3]=3)[O:25][N:24]=2)[CH2:20][CH2:21][CH2:22]1, predict the reactants needed to synthesize it. The reactants are: Cl[C:2]1[N:7]=[C:6]([NH:8][C:9]2[CH:13]=[C:12]([CH2:14][CH2:15][CH2:16][O:17][CH3:18])[NH:11][N:10]=2)[CH:5]=[CH:4][N:3]=1.[CH:19]1([C:23]2[CH:27]=[C:26]([CH2:28][NH2:29])[O:25][N:24]=2)[CH2:22][CH2:21][CH2:20]1. (2) Given the product [CH2:1]([O:7][CH:8]([CH2:14][C:15]1[CH:16]=[CH:17][C:18]([OH:21])=[CH:19][CH:20]=1)[C:9]([OH:11])=[O:10])[CH2:2][CH2:3][CH2:4][CH2:5][CH3:6].[CH2:1]([O:7][C@H:8]([CH2:14][C:15]1[CH:16]=[CH:17][C:18]([OH:21])=[CH:19][CH:20]=1)[C:9]([O:11][CH2:12][CH3:13])=[O:10])[CH2:2][CH2:3][CH2:4][CH2:5][CH3:6], predict the reactants needed to synthesize it. The reactants are: [CH2:1]([O:7][CH:8]([CH2:14][C:15]1[CH:20]=[CH:19][C:18]([OH:21])=[CH:17][CH:16]=1)[C:9]([O:11][CH2:12][CH3:13])=[O:10])[CH2:2][CH2:3][CH2:4][CH2:5][CH3:6].CC(C)=O. (3) The reactants are: [F:1][C:2]([F:13])([F:12])[C:3]1[N:8]=[C:7]([C:9]([OH:11])=O)[CH:6]=[CH:5][CH:4]=1.CCN(C(C)C)C(C)C.CN(C(ON1N=NC2C=CC=NC1=2)=[N+](C)C)C.F[P-](F)(F)(F)(F)F.[C:47]([C:49]1[C:50]([C:65]([F:68])([F:67])[F:66])=[C:51]2[C:55](=[CH:56][CH:57]=1)[N:54]([CH2:58]/[C:59](=[N:62]/[H])/[NH:60]O)[C:53]([CH3:64])=[CH:52]2)#[N:48]. Given the product [CH3:64][C:53]1[N:54]([CH2:58][C:59]2[N:62]=[C:9]([C:7]3[CH:6]=[CH:5][CH:4]=[C:3]([C:2]([F:1])([F:13])[F:12])[N:8]=3)[O:11][N:60]=2)[C:55]2[C:51]([CH:52]=1)=[C:50]([C:65]([F:67])([F:66])[F:68])[C:49]([C:47]#[N:48])=[CH:57][CH:56]=2, predict the reactants needed to synthesize it. (4) Given the product [CH2:12]([N:10]1[C:9](=[O:14])[N:8]([C:15]2[CH:20]=[CH:19][CH:18]=[CH:17][C:16]=2[CH2:21][CH3:22])[C:7](=[NH:6])[S:11]1)[CH3:13], predict the reactants needed to synthesize it. The reactants are: C(NC(/[N:6]=[C:7]1/[N:8]([C:15]2[CH:20]=[CH:19][CH:18]=[CH:17][C:16]=2[CH2:21][CH3:22])[C:9](=[O:14])[N:10]([CH2:12][CH3:13])[S:11]/1)=O)C.[OH-].[Na+]. (5) Given the product [CH2:1]([CH:4]1[CH2:9][CH2:8][CH2:7][CH:6]([Cl:21])[C:5]1=[O:10])[CH:2]=[CH2:3], predict the reactants needed to synthesize it. The reactants are: [CH2:1]([CH:4]1[CH2:9][CH2:8][CH2:7][CH2:6][C:5]1=[O:10])[CH:2]=[CH2:3].C(C1CCCC([Cl:21])C1=O)(C)(C)C. (6) Given the product [NH2:27][CH:25]1[CH2:24][N:23]([C:22](=[N:35][C@H:36]2[CH2:41][C@H:40]3[CH2:42][C@H:38]([C:39]3([CH3:44])[CH3:43])[C@@H:37]2[CH3:45])[NH:21][C:15]2[CH:14]=[C:13]3[C:18]([C:19](=[O:20])[N:10]([CH2:9][CH2:8][C:5]4[CH:4]=[CH:3][C:2]([F:1])=[CH:7][CH:6]=4)[CH:11]=[N:12]3)=[CH:17][CH:16]=2)[CH2:26]1, predict the reactants needed to synthesize it. The reactants are: [F:1][C:2]1[CH:7]=[CH:6][C:5]([CH2:8][CH2:9][N:10]2[C:19](=[O:20])[C:18]3[C:13](=[CH:14][C:15]([NH:21]/[C:22](=[N:35]/[C@H:36]4[CH2:41][C@H:40]5[CH2:42][C@H:38]([C:39]5([CH3:44])[CH3:43])[C@@H:37]4[CH3:45])/[N:23]4[CH2:26][CH:25]([NH:27]C(=O)OC(C)(C)C)[CH2:24]4)=[CH:16][CH:17]=3)[N:12]=[CH:11]2)=[CH:4][CH:3]=1.N1CC(NC(=O)OC(C)(C)C)C1.Cl.O1CCOCC1. (7) The reactants are: [NH2:1][CH:2]1[C:10]2[C:5](=[CH:6][CH:7]=[CH:8][CH:9]=2)[C:4](=[O:11])[N:3]1[CH2:12][C:13]1[CH:18]=[CH:17][CH:16]=[CH:15][CH:14]=1.C(=O)([O-])[O-].[K+].[K+].Br[CH2:26][C:27]([O:29][CH2:30][CH3:31])=[O:28]. Given the product [CH2:30]([O:29][C:27](=[O:28])[CH3:26])[CH3:31].[CH2:12]([N:3]1[C:4](=[O:11])[C:5]2[C:10](=[CH:9][CH:8]=[CH:7][CH:6]=2)[CH:2]1[NH2:1])[C:13]1[CH:14]=[CH:15][CH:16]=[CH:17][CH:18]=1, predict the reactants needed to synthesize it. (8) Given the product [N+:12]([C:7]1[CH:8]=[CH:9][CH:10]=[CH:11][C:6]=1[C:5]1[S:17][CH:1]=[N:3][N:4]=1)([O-:14])=[O:13], predict the reactants needed to synthesize it. The reactants are: [CH:1]([NH:3][NH:4][C:5](=O)[C:6]1[CH:11]=[CH:10][CH:9]=[CH:8][C:7]=1[N+:12]([O-:14])=[O:13])=O.P12(SP3(SP(SP(S3)(S1)=S)(=S)S2)=S)=[S:17].C1(C)C=CC=CC=1.